This data is from Reaction yield outcomes from USPTO patents with 853,638 reactions. The task is: Predict the reaction yield, written as a fraction of the theoretical maximum amount of product (1.0 means a 100% yield; for example, 0.34 means a 34% yield). The reactants are [OH-].[Na+].[CH3:3][O:4][C:5]1[CH:6]=[C:7]2[C:11](=[C:12]([O:14][CH3:15])[CH:13]=1)[C:10](=[O:16])[C:9](=[N:17]O)[CH2:8]2.C1(C)C=CC(S(Cl)(=O)=[O:26])=CC=1. The catalyst is O. The product is [C:9]([CH2:8][C:7]1[CH:6]=[C:5]([O:4][CH3:3])[CH:13]=[C:12]([O:14][CH3:15])[C:11]=1[C:10]([OH:16])=[O:26])#[N:17]. The yield is 0.700.